Dataset: Forward reaction prediction with 1.9M reactions from USPTO patents (1976-2016). Task: Predict the product of the given reaction. (1) Given the reactants [CH3:1][CH:2]([CH3:31])[CH2:3][CH:4]([NH:21][C:22]1[CH:23]=[N:24][C:25]([C:28](O)=[O:29])=[N:26][CH:27]=1)[C:5]1[CH:10]=[CH:9][C:8]([C:11]2[CH:16]=[CH:15][C:14]([C:17]([F:20])([F:19])[F:18])=[CH:13][CH:12]=2)=[CH:7][CH:6]=1.Cl.CN(C)CCCN=C=NCC.Cl.[CH2:45]([O:47][C:48](=[O:52])[CH2:49][CH2:50][NH2:51])[CH3:46].C(N(CC)CC)C, predict the reaction product. The product is: [CH2:45]([O:47][C:48](=[O:52])[CH2:49][CH2:50][NH:51][C:28]([C:25]1[N:26]=[CH:27][C:22]([NH:21][CH:4]([C:5]2[CH:6]=[CH:7][C:8]([C:11]3[CH:16]=[CH:15][C:14]([C:17]([F:18])([F:20])[F:19])=[CH:13][CH:12]=3)=[CH:9][CH:10]=2)[CH2:3][CH:2]([CH3:31])[CH3:1])=[CH:23][N:24]=1)=[O:29])[CH3:46]. (2) Given the reactants [CH:1]1([N:7]([CH:19]2[CH2:24][CH2:23][CH2:22][CH2:21][CH2:20]2)[C:8](=[O:18])[NH:9][C:10]2[S:11][C:12]([C:15](O)=[O:16])=[CH:13][N:14]=2)[CH2:6][CH2:5][CH2:4][CH2:3][CH2:2]1.[CH2:25]([O:27][C:28](=[O:37])[CH2:29][C:30]1[CH:35]=[CH:34][C:33]([NH2:36])=[CH:32][CH:31]=1)[CH3:26], predict the reaction product. The product is: [CH2:25]([O:27][C:28](=[O:37])[CH2:29][C:30]1[CH:31]=[CH:32][C:33]([NH:36][C:15]([C:12]2[S:11][C:10]([NH:9][C:8]([N:7]([CH:1]3[CH2:6][CH2:5][CH2:4][CH2:3][CH2:2]3)[CH:19]3[CH2:20][CH2:21][CH2:22][CH2:23][CH2:24]3)=[O:18])=[N:14][CH:13]=2)=[O:16])=[CH:34][CH:35]=1)[CH3:26]. (3) Given the reactants [CH3:1][O:2][C:3]1[CH:11]=[CH:10][CH:9]=[C:8]2[C:4]=1[CH2:5][C:6](=[N:13]O)[C:7]2=[O:12].P(Cl)(Cl)(Cl)(Cl)[Cl:16], predict the reaction product. The product is: [Cl:16][C:6]1[NH:13][C:7](=[O:12])[C:8]2[C:4]([CH:5]=1)=[C:3]([O:2][CH3:1])[CH:11]=[CH:10][CH:9]=2. (4) The product is: [N:12]1([C:4]2[N:3]=[C:2]([NH:25][CH2:24][C:19]3[CH:20]=[CH:21][CH:22]=[CH:23][N:18]=3)[C:11]3[C:6](=[CH:7][CH:8]=[CH:9][CH:10]=3)[N:5]=2)[CH2:17][CH2:16][CH2:15][CH2:14][CH2:13]1. Given the reactants Cl[C:2]1[C:11]2[C:6](=[CH:7][CH:8]=[CH:9][CH:10]=2)[N:5]=[C:4]([N:12]2[CH2:17][CH2:16][CH2:15][CH2:14][CH2:13]2)[N:3]=1.[N:18]1[CH:23]=[CH:22][CH:21]=[CH:20][C:19]=1[CH2:24][NH2:25], predict the reaction product. (5) Given the reactants O=C1C2C3C(C(OC)=O)=CC=CC=3NC=2CNC1.[C:19]1(=O)[CH2:24][CH2:23][CH2:22][CH2:21][CH2:20]1.C[N:27]1[CH2:39][C:38]2[NH:37][C:36]3[CH:35]=[CH:34][CH:33]=[C:32]4[C:40](=[O:43])[NH:41][N:42]=[C:29]([C:30]=2[C:31]=34)[CH2:28]1, predict the reaction product. The product is: [CH:19]1([N:27]2[CH2:39][C:38]3[NH:37][C:36]4[CH:35]=[CH:34][CH:33]=[C:32]5[C:40](=[O:43])[NH:41][N:42]=[C:29]([C:30]=3[C:31]=45)[CH2:28]2)[CH2:24][CH2:23][CH2:22][CH2:21][CH2:20]1. (6) Given the reactants Br[C:2]1[CH:3]=[C:4]2[N:20]([CH3:21])[CH:19]=[CH:18][C:5]2=[N:6][C:7]=1[C@@H:8]([NH:10][C:11](=[O:17])[O:12][C:13]([CH3:16])([CH3:15])[CH3:14])[CH3:9].[CH3:22][C:23]1[C:27](B2OC(C)(C)C(C)(C)O2)=[C:26]([CH3:37])[O:25][N:24]=1.C(=O)([O-])[O-].[K+].[K+], predict the reaction product. The product is: [CH3:22][C:23]1[C:27]([C:2]2[CH:3]=[C:4]3[N:20]([CH3:21])[CH:19]=[CH:18][C:5]3=[N:6][C:7]=2[C@@H:8]([NH:10][C:11](=[O:17])[O:12][C:13]([CH3:16])([CH3:15])[CH3:14])[CH3:9])=[C:26]([CH3:37])[O:25][N:24]=1. (7) Given the reactants [NH2:1][CH2:2][C@H:3]1[CH2:8][CH2:7][C@H:6]([C:9]([OH:11])=[O:10])[CH2:5][CH2:4]1.[OH-].[Na+].[C:14]1([S:20](Cl)(=[O:22])=[O:21])[CH:19]=[CH:18][CH:17]=[CH:16][CH:15]=1, predict the reaction product. The product is: [C:14]1([S:20]([NH:1][CH2:2][C@H:3]2[CH2:4][CH2:5][C@H:6]([C:9]([OH:11])=[O:10])[CH2:7][CH2:8]2)(=[O:22])=[O:21])[CH:19]=[CH:18][CH:17]=[CH:16][CH:15]=1.